Regression. Given two drug SMILES strings and cell line genomic features, predict the synergy score measuring deviation from expected non-interaction effect. From a dataset of NCI-60 drug combinations with 297,098 pairs across 59 cell lines. (1) Drug 1: C1=C(C(=O)NC(=O)N1)F. Drug 2: CC1=C(C=C(C=C1)C(=O)NC2=CC(=CC(=C2)C(F)(F)F)N3C=C(N=C3)C)NC4=NC=CC(=N4)C5=CN=CC=C5. Cell line: MDA-MB-231. Synergy scores: CSS=8.75, Synergy_ZIP=-6.39, Synergy_Bliss=-6.03, Synergy_Loewe=-4.11, Synergy_HSA=-3.83. (2) Synergy scores: CSS=2.51, Synergy_ZIP=-3.83, Synergy_Bliss=-2.76, Synergy_Loewe=-6.38, Synergy_HSA=-2.04. Cell line: SNB-75. Drug 1: C1=NC(=NC(=O)N1C2C(C(C(O2)CO)O)O)N. Drug 2: CN1C2=C(C=C(C=C2)N(CCCl)CCCl)N=C1CCCC(=O)O.Cl.